From a dataset of Reaction yield outcomes from USPTO patents with 853,638 reactions. Predict the reaction yield, written as a fraction of the theoretical maximum amount of product (1.0 means a 100% yield; for example, 0.34 means a 34% yield). The reactants are Br[C:2]1[C:10]2[O:9][C:8]([C:11]3[CH:16]=[CH:15][C:14]([O:17][CH3:18])=[CH:13][CH:12]=3)=[N:7][C:6]=2[CH:5]=[C:4]([O:19][CH3:20])[CH:3]=1.[C:21]([Cu])#[N:22]. The catalyst is CN(C=O)C.C(OCC)(=O)C. The product is [CH3:20][O:19][C:4]1[CH:3]=[C:2]([C:21]#[N:22])[C:10]2[O:9][C:8]([C:11]3[CH:16]=[CH:15][C:14]([O:17][CH3:18])=[CH:13][CH:12]=3)=[N:7][C:6]=2[CH:5]=1. The yield is 0.500.